This data is from Full USPTO retrosynthesis dataset with 1.9M reactions from patents (1976-2016). The task is: Predict the reactants needed to synthesize the given product. The reactants are: C[Si]([N-][Si](C)(C)C)(C)C.[Li+].[Cl:11][C:12]1[N:20]=[C:19]([Cl:21])[C:18]([F:22])=[CH:17][C:13]=1[C:14]([NH2:16])=[O:15].CN(C)[CH:25]=[O:26]. Given the product [Cl:11][C:12]1[C:13]2[C:14](=[O:15])[NH:16][CH:25]([OH:26])[C:17]=2[C:18]([F:22])=[C:19]([Cl:21])[N:20]=1, predict the reactants needed to synthesize it.